From a dataset of Experimentally validated miRNA-target interactions with 360,000+ pairs, plus equal number of negative samples. Binary Classification. Given a miRNA mature sequence and a target amino acid sequence, predict their likelihood of interaction. (1) The miRNA is hsa-miR-3148 with sequence UGGAAAAAACUGGUGUGUGCUU. The protein sequence of the target gene is MRVESGSAQERGILLESLSTLLEKTTASHEGRAPGNRELTDLLPPEVCSLLNPAAIYANNEISLRDVEVYGFDYDYTLAQYADALHPEIFSTARDILIEHYKYPEGIRKYDYNPSFAIRGLHYDIQKSLLMKIDAFHYVQLGTAYRGLQPVPDEEVIELYGGTQHIPLYQMSGFYGKGPSIKQFMDIFSLPEMALLSCVVDYFLGHSLEFDQAHLYKDVTDAIRDVHVKGLMYQWIEQDMEKYILRGDETFAVLSRLVAHGKQLFLITNSPFSFVDKGMRHMVGPDWRQLFDVVIVQADK.... Result: 0 (no interaction). (2) The miRNA is hsa-miR-4720-5p with sequence CCUGGCAUAUUUGGUAUAACUU. The protein sequence of the target gene is MDEDEFELQPQEPNSFFDGIGADATHMDGDQIVVEIQEAVFVSNIVDSDITVHNFVPDDPDSVVIQDVVEDVVIEEDVQCSDILEEADVSENVIIPEQVLDSDVTEEVSLPHCTVPDDVLASDITSTSMSMPEHVLTSESMHVCDIGHVEHMVHDSVVEAEIITDPLTSDIVSEEVLVADCAPEAVIDASGISVDQQDNDKASCEDYLMISLDDAGKIEHDGSTGVTIDAESEMDPCKVDSTCPEVIKVYIFKADPGEDDLGGTVDIVESEPENDHGVELLDQNSSIRVPREKMVYMTVN.... Result: 0 (no interaction). (3) The miRNA is hsa-miR-1226-3p with sequence UCACCAGCCCUGUGUUCCCUAG. The protein sequence of the target gene is MALRLLKLAATSASARVVAAGAQRVRGIHSSVQCKLRYGMWHFLLGDKASKRLTERSRVITVDGNICTGKGKLAKEIAEKLGFKHFPEAGIHYPDSTTGDGKPLATDYNGNCSLEKFYDDPRSNDGNSYRLQSWLYSSRLLQYSDALEHLLTTGQGVVLERSIFSDFVFLEAMYNQGFIRKQCVDHYNEVKSVTICDYLPPHLVIYIDVPVPEVQRRIQKKGDPHEMKITSAYLQDIENAYKKTFLPEMSEKCEVLQYSAREAQDSKKVVEDIEYLKFDKGPWLKQDNRTLYHLRLLVQD.... Result: 1 (interaction). (4) The miRNA is hsa-miR-548t-3p with sequence AAAAACCACAAUUACUUUUGCACCA. The protein sequence of the target gene is MAGSGAWKRLKSMLRKDDAPLFLNDTSAFDFSDEAGDEGLSRFNKLRVVVADDGSEAPERPVNGAHPTLQADDDSLLDQDLPLTNSQLSLKVDSCDNCSKQREILKQRKVKARLTIAAVLYLLFMIGELVGGYIANSLAIMTDALHMLTDLSAIILTLLALWLSSKSPTKRFTFGFHRLEVLSAMISVLLVYILMGFLLYEAVQRTIHMNYEINGDIMLITAAVGVAVNVIMGFLLNQSGHRHSHSHSLPSNSPTRGSGCERNHGQDSLAVRAAFVHALGDLVQSVGVLIAAYIIRFKPE.... Result: 1 (interaction). (5) The miRNA is hsa-miR-3129-3p with sequence AAACUAAUCUCUACACUGCUGC. The protein sequence of the target gene is MKSVISYALYQVQTGSLPVYSSVLTKSPLQLQTVIYRLIVQIQHLNIPSSSSTHSSPF. Result: 0 (no interaction). (6) The miRNA is hsa-miR-3614-3p with sequence UAGCCUUCAGAUCUUGGUGUUUU. The protein sequence of the target gene is MGPGPCRVPRAPGWLLRALALMVAACGRVAFAFNLDTRFLVVKEAVNPGSLFGYSVALHRQTERQQRYLLLAGAPRDLAVGDDYTNRTGAVYLCPLTAHKDDCERMDISEKSDPDHHIIEDMWLGVTVASQGPAGRVLVCAHRYTKVLWSGLEDQRRMVGKCYVRGNDLQLDPGDDWQTYHNEMCNSNTDYLQTGMCQLGTSGGFTQNTVYFGAPGAYNWKGNSYMIQRKDWDLSEYSYRGSEEQGNLYIGYTVQVGNAILHPTDIITVVTGAPRHQHMGAVFLLKQESGGDLQRKQVLK.... Result: 0 (no interaction). (7) The miRNA is hsa-miR-6845-5p with sequence CGGGGCCAGAGCAGAGAGC. The protein sequence of the target gene is MNSVSPAAAQYRSGSSEDARRADCRRPRGQTRIPDPSNLGPSGSGVAALGSSGTDPAEPDEVDKFKAKFLTAWNNVKYGWAVKSRTSFSKISTVHLCGRCYHFEGEGDIQRFQRDFVSRLWLTYRRDFPPLAGGSLTSDCGWGCMLRSGQMMLAQGLLLHFLPRDWRWVEGTGLASSEMPGPASPSRCRGPGRRGPPRWTQGALEMEQDRWHRRIVSWFADHPRAPFGLHRLVELGRSSGKKAGDWYGPSVVAHILRKAVESCSEVSRLVVYVSQDCTVYKADVARLLSWPDPTAEWKSV.... Result: 0 (no interaction). (8) The miRNA is hsa-miR-8485 with sequence CACACACACACACACACGUAU. The protein sequence of the target gene is MPAGRRGPAAQSARRPPPLLPLLLLLCVLGAPRAGSGAHTAVISPQDPTLLIGSSLLATCSVHGDPPGATAEGLYWTLNGRRLPPELSRVLNASTLALALANLNGSRQRSGDNLVCHARDGSILAGSCLYVGLPPEKPVNISCWSKNMKDLTCRWTPGAHGETFLHTNYSLKYKLRWYGQDNTCEEYHTVGPHSCHIPKDLALFTPYEIWVEATNRLGSARSDVLTLDILDVVTTDPPPDVHVSRVGGLEDQLSVRWVSPPALKDFLFQAKYQIRYRVEDSVDWKVVDDVSNQTSCRLAG.... Result: 1 (interaction). (9) The miRNA is rno-miR-185-5p with sequence UGGAGAGAAAGGCAGUUCCUGA. The protein sequence of the target gene is MADTDLFMECEEEELEPWQKISDVIEDSVVEDYNSVDKTTTVSVSQQPVSAPVPIAAHASVAGHLSTSTTVSSSGAQNSDSTKKTLVTLIANNNAGNPLVQQGGQPLILTQNPAPGLGTMVTQPVLRPVQVMQNANHVTSSPVASQPIFITTQGFPVRNVRPVQNAMNQVGIVLNVQQGQTVRPITLVPAPGTQFVKPTVGVPQVFSQMTPVRPGSTMPVRPTTNTFTTVIPATLTIRSTVPQSQSQQTKSTPSTSTTPTATQPTSLGQLAVQSPGQSNQTTNPKLAPSFPSPPAVSIAS.... Result: 0 (no interaction).